From a dataset of Full USPTO retrosynthesis dataset with 1.9M reactions from patents (1976-2016). Predict the reactants needed to synthesize the given product. (1) Given the product [CH2:7]([N:4]([CH2:5][C@@H:6]1[CH2:30][C@H:26]1[CH3:27])[C:13](=[O:15])[CH2:12][O:11][CH3:10])[C:9]1[CH:19]=[CH:18][CH:17]=[CH:16][CH:21]=1, predict the reactants needed to synthesize it. The reactants are: C([N:4]([CH:7]([CH3:9])C)[CH2:5][CH3:6])(C)C.[CH3:10][O:11][CH2:12][C:13]([OH:15])=O.[CH:16]1[CH:21]=N[C:19]2N(O)N=N[C:18]=2[CH:17]=1.[CH2:26](Cl)[CH2:27]Cl.[CH:30](Cl)(Cl)Cl. (2) Given the product [OH:5][C:6]1[CH:14]=[CH:13][CH:12]=[C:11]2[C:7]=1[CH2:8][CH:9]([CH3:15])[NH:10]2, predict the reactants needed to synthesize it. The reactants are: C([BH3-])#N.[Na+].[OH:5][C:6]1[CH:14]=[CH:13][CH:12]=[C:11]2[C:7]=1[CH:8]=[C:9]([CH3:15])[NH:10]2.O. (3) Given the product [Cl:15][C:16]1[CH:21]=[C:20]([O:22][C:23]([F:24])([F:25])[F:26])[CH:19]=[CH:18][C:17]=1[O:27][C:2]1[CH:7]=[N:6][NH:5][C:4](=[O:14])[CH:3]=1, predict the reactants needed to synthesize it. The reactants are: I[C:2]1[CH:7]=[N:6][N:5](C2CCCCO2)[C:4](=[O:14])[CH:3]=1.[Cl:15][C:16]1[CH:21]=[C:20]([O:22][C:23]([F:26])([F:25])[F:24])[CH:19]=[CH:18][C:17]=1[OH:27]. (4) Given the product [Cl:1][C:2]1[CH:7]=[C:6]2[NH:8][C:9](=[O:53])[C@:10]3([C@H:14]([C:15]4[CH:20]=[CH:19][CH:18]=[C:17]([Cl:21])[C:16]=4[F:22])[C@@H:13]([C:23]([NH:25][C@H:26]4[CH2:27][CH2:28][C@H:29]([OH:32])[CH2:30][CH2:31]4)=[O:24])[NH:12][C@H:11]3[CH2:48][C:49]([CH3:51])([CH3:50])[CH3:52])[C:5]2=[CH:4][CH:3]=1, predict the reactants needed to synthesize it. The reactants are: [Cl:1][C:2]1[CH:7]=[C:6]2[NH:8][C:9](=[O:53])[C@:10]3([C@H:14]([C:15]4[CH:20]=[CH:19][CH:18]=[C:17]([Cl:21])[C:16]=4[F:22])[C@@H:13]([C:23]([NH:25][C@H:26]4[CH2:31][CH2:30][C@H:29]([OH:32])[CH2:28][CH2:27]4)=[O:24])[N:12]([C@@H](C4C=CC=CC=4)[C@H](O)C4C=CC=CC=4)[C@H:11]3[CH2:48][C:49]([CH3:52])([CH3:51])[CH3:50])[C:5]2=[CH:4][CH:3]=1.C1(C)C=CC=CC=1.C(OCC)(=O)C. (5) Given the product [NH2:40][C:15]1[N:16]=[CH:17][N:18]=[C:19]2[C:14]=1[N:13]=[C:12]([S:11][C:3]1[C:2]([I:1])=[CH:10][C:6]3[O:7][CH2:8][O:9][C:5]=3[CH:4]=1)[N:20]2[CH2:23][CH2:24][CH2:25][S:26]([NH:29][CH:30]([CH3:32])[CH3:31])(=[O:28])=[O:27], predict the reactants needed to synthesize it. The reactants are: [I:1][C:2]1[C:3]([S:11][C:12]2[N:20]=[C:19]3[C:15]([N:16]=[CH:17][NH:18]3)=[C:14](N)[N:13]=2)=[CH:4][C:5]2[O:9][CH2:8][O:7][C:6]=2[CH:10]=1.Cl[CH2:23][CH2:24][CH2:25][S:26]([NH:29][CH:30]([CH3:32])[CH3:31])(=[O:28])=[O:27].C([O-])([O-])=O.[Cs+].[Cs+].C[N:40](C=O)C. (6) Given the product [OH:3][NH:2][C:9]([C:10]1[CH:25]=[CH:22][CH:21]=[CH:20][C:19]=1[CH2:18][O:17][CH:12]1[CH2:13][CH2:14][CH2:15][CH2:16][O:11]1)=[NH:6], predict the reactants needed to synthesize it. The reactants are: Cl.[NH2:2][OH:3].CC[N:6]([CH2:9][CH3:10])CC.[O:11]1[CH2:16][CH2:15][CH2:14][CH2:13][CH:12]1[O:17][CH2:18][C:19]1C=[CH:25][C:22](C#N)=[CH:21][CH:20]=1. (7) Given the product [CH3:24][C:25]1([CH3:30])[CH2:27][CH:26]1[CH2:28][NH:29][CH2:1][C:3]1[CH:12]=[CH:11][CH:10]=[C:9]2[C:4]=1[CH:5]=[CH:6][CH:7]=[C:8]2[O:13][C:14]1[CH:22]=[CH:21][C:17]([C:18]([NH2:20])=[O:19])=[CH:16][N:15]=1, predict the reactants needed to synthesize it. The reactants are: [CH:1]([C:3]1[CH:12]=[CH:11][CH:10]=[C:9]2[C:4]=1[CH:5]=[CH:6][CH:7]=[C:8]2[O:13][C:14]1[CH:22]=[CH:21][C:17]([C:18]([NH2:20])=[O:19])=[CH:16][N:15]=1)=O.Cl.[CH3:24][C:25]1([CH3:30])[CH2:27][CH:26]1[CH2:28][NH2:29].C(N(C(C)C)CC)(C)C.[BH4-].